Dataset: NCI-60 drug combinations with 297,098 pairs across 59 cell lines. Task: Regression. Given two drug SMILES strings and cell line genomic features, predict the synergy score measuring deviation from expected non-interaction effect. Drug 1: C1=CN(C=N1)CC(O)(P(=O)(O)O)P(=O)(O)O. Drug 2: CCC1(C2=C(COC1=O)C(=O)N3CC4=CC5=C(C=CC(=C5CN(C)C)O)N=C4C3=C2)O.Cl. Cell line: RPMI-8226. Synergy scores: CSS=13.2, Synergy_ZIP=-5.64, Synergy_Bliss=-6.87, Synergy_Loewe=-16.0, Synergy_HSA=-8.36.